Dataset: Forward reaction prediction with 1.9M reactions from USPTO patents (1976-2016). Task: Predict the product of the given reaction. (1) The product is: [F:26][C:2]([F:1])([C:22]([F:23])([F:24])[F:25])[CH2:3][CH2:4][CH2:5][S:6]([CH2:8][CH2:9][CH2:10][NH2:11])=[O:7]. Given the reactants [F:1][C:2]([F:26])([C:22]([F:25])([F:24])[F:23])[CH2:3][CH2:4][CH2:5][S:6]([CH2:8][CH2:9][CH2:10][N:11]1C(=O)C2C(=CC=CC=2)C1=O)=[O:7].CN, predict the reaction product. (2) Given the reactants I[C:2]1[CH:3]=[C:4]([CH:19]=[CH:20][CH:21]=1)[CH2:5][NH:6][C@@H:7]([C:9]1[C:18]2[C:13](=[CH:14][CH:15]=[CH:16][CH:17]=2)[CH:12]=[CH:11][CH:10]=1)[CH3:8].[CH2:22]([OH:25])[C:23]#[CH:24], predict the reaction product. The product is: [C:9]1([C@H:7]([NH:6][CH2:5][C:4]2[CH:3]=[C:2]([C:24]#[C:23][CH2:22][OH:25])[CH:21]=[CH:20][CH:19]=2)[CH3:8])[C:18]2[C:13](=[CH:14][CH:15]=[CH:16][CH:17]=2)[CH:12]=[CH:11][CH:10]=1. (3) Given the reactants [ClH:1].CCOC(C)=O.C(OC(=O)[NH:14][C:15]1[C:20]([C:21]2([OH:33])[CH2:26][CH2:25][CH:24]([C:27]3[CH:32]=[CH:31][CH:30]=[CH:29][CH:28]=3)[CH2:23][CH2:22]2)=[CH:19][CH:18]=[CH:17][N:16]=1)(C)(C)C, predict the reaction product. The product is: [ClH:1].[NH2:14][C:15]1[C:20]([C:21]2([OH:33])[CH2:26][CH2:25][CH:24]([C:27]3[CH:28]=[CH:29][CH:30]=[CH:31][CH:32]=3)[CH2:23][CH2:22]2)=[CH:19][CH:18]=[CH:17][N:16]=1. (4) Given the reactants [NH2:1][C:2]1([C:8]2[CH:13]=[CH:12][CH:11]=[CH:10][CH:9]=2)[CH2:7][CH2:6][NH:5][CH2:4][CH2:3]1.[Cl:14][C:15]1[C:16]2[C:17](=[O:29])[N:18]3[CH:27](O)[CH2:26][CH2:25][C:19]3=[N:20][C:21]=2[CH:22]=[CH:23][CH:24]=1.[BH3-]C#N.[Na+].CC(O)=O, predict the reaction product. The product is: [NH2:1][C:2]1([C:8]2[CH:13]=[CH:12][CH:11]=[CH:10][CH:9]=2)[CH2:7][CH2:6][N:5]([CH2:27][CH2:26][CH2:25][C:19]2[NH:18][C:17](=[O:29])[C:16]3[C:21](=[CH:22][CH:23]=[CH:24][C:15]=3[Cl:14])[N:20]=2)[CH2:4][CH2:3]1. (5) Given the reactants [Br:1][C:2]1[CH:3]=[C:4]([C:12](=[O:14])[CH3:13])[CH:5]=[C:6]([C:8]([CH3:11])([CH3:10])[CH3:9])[CH:7]=1.[CH3:15][Mg]Br.Cl, predict the reaction product. The product is: [Br:1][C:2]1[CH:3]=[C:4]([C:12]([OH:14])([CH3:15])[CH3:13])[CH:5]=[C:6]([C:8]([CH3:10])([CH3:9])[CH3:11])[CH:7]=1. (6) The product is: [Cl:1][C:2]1[C:3]([C:14]([F:15])([F:16])[F:17])=[CH:4][C:5]([C:11]([OH:13])=[O:12])=[CH:6][N:7]=1. Given the reactants [Cl:1][C:2]1[N:7]=[C:6](C(O)=O)[C:5]([C:11]([OH:13])=[O:12])=[CH:4][C:3]=1[C:14]([F:17])([F:16])[F:15], predict the reaction product. (7) Given the reactants C(OC=[C:6]1[O:24][CH2:23][C@:9]2([C:25]3[CH:30]=[CH:29][C:28]([F:31])=[CH:27][C:26]=3[F:32])[N:10]=[C:11]([NH:14][C:15](=[O:22])[C:16]3[CH:21]=[CH:20][CH:19]=[CH:18][CH:17]=3)[S:12][CH2:13][C@@H:8]2[CH2:7]1)(=O)C.I([O-])(=O)(=O)=[O:34].[Na+].ClCCCl.O, predict the reaction product. The product is: [F:32][C:26]1[CH:27]=[C:28]([F:31])[CH:29]=[CH:30][C:25]=1[C@:9]12[CH2:23][O:24][C:6](=[O:34])[CH2:7][C@H:8]1[CH2:13][S:12][C:11]([NH:14][C:15](=[O:22])[C:16]1[CH:17]=[CH:18][CH:19]=[CH:20][CH:21]=1)=[N:10]2. (8) Given the reactants Cl[CH2:2][CH2:3][CH2:4][N:5]1[CH2:9][CH:8]2[CH2:10][CH2:11][O:12][C:13](=[O:14])[CH:7]2[CH2:6]1.C([O-])([O-])=O.[K+].[K+].[F:21][C:22]1[CH:27]=[CH:26][C:25]([NH:28][C:29]2[C:38]3[C:33](=[CH:34][C:35]([O:40][CH3:41])=[C:36]([OH:39])[CH:37]=3)[N:32]=[CH:31][N:30]=2)=[CH:24][CH:23]=1.C(Cl)Cl, predict the reaction product. The product is: [F:21][C:22]1[CH:23]=[CH:24][C:25]([NH:28][C:29]2[C:38]3[C:33](=[CH:34][C:35]([O:40][CH3:41])=[C:36]([O:39][CH2:2][CH2:3][CH2:4][N:5]4[CH2:9][CH:8]5[CH2:10][CH2:11][O:12][C:13](=[O:14])[CH:7]5[CH2:6]4)[CH:37]=3)[N:32]=[CH:31][N:30]=2)=[CH:26][CH:27]=1.